This data is from Forward reaction prediction with 1.9M reactions from USPTO patents (1976-2016). The task is: Predict the product of the given reaction. (1) Given the reactants Br[C:2]1[CH:3]=[C:4](/[CH:9]=[CH:10]/[C:11]([O:13][CH2:14][CH3:15])=[O:12])[CH:5]=[C:6](Br)[CH:7]=1.[C:16]([C:20]1[CH:25]=[CH:24][C:23](B(O)O)=[CH:22][CH:21]=1)([CH3:19])([CH3:18])[CH3:17], predict the reaction product. The product is: [C:16]([C:20]1[CH:25]=[CH:24][C:23]([C:2]2[CH:3]=[C:4](/[CH:9]=[CH:10]/[C:11]([O:13][CH2:14][CH3:15])=[O:12])[CH:5]=[C:6]([C:23]3[CH:24]=[CH:25][C:20]([C:16]([CH3:19])([CH3:18])[CH3:17])=[CH:21][CH:22]=3)[CH:7]=2)=[CH:22][CH:21]=1)([CH3:19])([CH3:18])[CH3:17]. (2) The product is: [C:16]([CH:15]1[CH2:2][CH:14]1[C:9]([CH3:19])([CH3:8])[C:10]([O:12][CH3:13])=[O:11])(=[O:18])[CH3:17]. Given the reactants [I-].[CH3:2]C(C)([O-])C.[K+].[CH3:8][C:9]([CH3:19])(/[CH:14]=[CH:15]/[C:16](=[O:18])[CH3:17])[C:10]([O:12][CH3:13])=[O:11], predict the reaction product. (3) Given the reactants [CH3:1][S:2][C:3]1[N:8]=[C:7](O)[CH:6]=[C:5]([CH2:10][S:11]([CH3:14])(=[O:13])=[O:12])[N:4]=1.P(Cl)(Cl)([Cl:17])=O, predict the reaction product. The product is: [Cl:17][C:7]1[CH:6]=[C:5]([CH2:10][S:11]([CH3:14])(=[O:13])=[O:12])[N:4]=[C:3]([S:2][CH3:1])[N:8]=1. (4) The product is: [C:15]([C:7]1[CH:8]=[CH:9][C:10]([N+:12]([O-:14])=[O:13])=[CH:11][C:6]=1[NH:5][C:3](=[O:4])[CH2:2][N:28]([CH3:29])[CH3:26])([CH3:18])([CH3:17])[CH3:16]. Given the reactants Br[CH2:2][C:3]([NH:5][C:6]1[CH:11]=[C:10]([N+:12]([O-:14])=[O:13])[CH:9]=[CH:8][C:7]=1[C:15]([CH3:18])([CH3:17])[CH3:16])=[O:4].C([O-])([O-])=O.[K+].[K+].C[C:26]([N:28](C)[CH3:29])=O, predict the reaction product. (5) Given the reactants C[O:2][C:3]1[CH:12]=[C:11]2[C:6]([CH:7]=[CH:8][N:9]=[CH:10]2)=[CH:5][C:4]=1[C:13]1[N:18]=[N:17][C:16]([N:19]([CH3:30])[CH:20]2[CH2:25][C:24]([CH3:27])([CH3:26])[NH:23][C:22]([CH3:29])([CH3:28])[CH2:21]2)=[CH:15][CH:14]=1.C1(S)C=CC=CC=1, predict the reaction product. The product is: [CH3:30][N:19]([CH:20]1[CH2:25][C:24]([CH3:27])([CH3:26])[NH:23][C:22]([CH3:29])([CH3:28])[CH2:21]1)[C:16]1[N:17]=[N:18][C:13]([C:4]2[CH:5]=[C:6]3[C:11](=[CH:12][C:3]=2[OH:2])[CH:10]=[N:9][CH:8]=[CH:7]3)=[CH:14][CH:15]=1. (6) The product is: [CH2:1]([O:8][C:9]1[CH:14]=[C:13]([O:15][CH2:43][CH2:44][N:45]2[CH2:49][CH2:48][CH2:47][C:46]2=[O:50])[CH:12]=[CH:11][C:10]=1/[CH:16]=[CH:17]/[C:18]([O:20][CH2:21][CH3:22])=[O:19])[C:2]1[CH:3]=[CH:4][CH:5]=[CH:6][CH:7]=1. Given the reactants [CH2:1]([O:8][C:9]1[CH:14]=[C:13]([OH:15])[CH:12]=[CH:11][C:10]=1/[CH:16]=[CH:17]/[C:18]([O:20][CH2:21][CH3:22])=[O:19])[C:2]1[CH:7]=[CH:6][CH:5]=[CH:4][CH:3]=1.C1(P(C2C=CC=CC=2)C2C=CC=CC=2)C=CC=CC=1.O[CH2:43][CH2:44][N:45]1[CH2:49][CH2:48][CH2:47][C:46]1=[O:50].N(C(OCC)=O)=NC(OCC)=O, predict the reaction product. (7) Given the reactants [Cl:1][C:2]1[CH:7]=[CH:6][C:5]([C:8]2[S:12][C:11]([C:13]([O:15]C)=O)=[C:10]([N:17]=[CH:18][N:19]([CH3:21])C)[CH:9]=2)=[CH:4][CH:3]=1.[C:22]([O:26][C:27]([N:29]([CH2:31][C:32]1[CH:37]=[CH:36][C:35]([CH2:38]CN)=[CH:34][CH:33]=1)[CH3:30])=[O:28])([CH3:25])([CH3:24])[CH3:23].C(O)C, predict the reaction product. The product is: [Cl:1][C:2]1[CH:3]=[CH:4][C:5]([C:8]2[S:12][C:11]3[C:13](=[O:15])[N:19]([CH2:21][CH2:38][C:35]4[CH:36]=[CH:37][C:32]([CH2:31][N:29]([CH3:30])[C:27](=[O:28])[O:26][C:22]([CH3:25])([CH3:23])[CH3:24])=[CH:33][CH:34]=4)[CH:18]=[N:17][C:10]=3[CH:9]=2)=[CH:6][CH:7]=1. (8) Given the reactants [C:1]([C:3]1[CH:4]=[C:5]2[C:9](=[CH:10][CH:11]=1)[N:8]([CH:12]1CCCC[O:13]1)[N:7]=[C:6]2[C:18]1[CH:19]=[C:20]([CH:24]=[CH:25][CH:26]=1)[C:21](O)=[O:22])#[N:2].[F:27][C:28]1[CH:34]=[CH:33][C:31]([NH2:32])=[CH:30][CH:29]=1.[CH:35]1C=CC2N(O)[N:42]=[N:41]C=2C=1.CCN=C=NC[CH2:51][CH2:52][N:53]([CH3:55])[CH3:54].[ClH:56], predict the reaction product. The product is: [ClH:56].[ClH:56].[CH3:55][N:53]([CH2:52][C:51]1[N:2]=[C:1]([C:3]2[CH:4]=[C:5]3[C:9](=[CH:10][CH:11]=2)[NH:8][N:7]=[C:6]3[C:18]2[CH:19]=[C:20]([C:21]([NH:32][C:31]3[CH:33]=[CH:34][C:28]([F:27])=[CH:29][CH:30]=3)=[O:22])[CH:24]=[CH:25][CH:26]=2)[NH:42][N:41]=1)[CH3:54].[CH3:9][N:8]([CH:12]=[O:13])[CH3:35].